Dataset: NCI-60 drug combinations with 297,098 pairs across 59 cell lines. Task: Regression. Given two drug SMILES strings and cell line genomic features, predict the synergy score measuring deviation from expected non-interaction effect. (1) Drug 1: COC1=C(C=C2C(=C1)N=CN=C2NC3=CC(=C(C=C3)F)Cl)OCCCN4CCOCC4. Drug 2: CC1=C2C(C(=O)C3(C(CC4C(C3C(C(C2(C)C)(CC1OC(=O)C(C(C5=CC=CC=C5)NC(=O)OC(C)(C)C)O)O)OC(=O)C6=CC=CC=C6)(CO4)OC(=O)C)O)C)O. Cell line: RXF 393. Synergy scores: CSS=48.8, Synergy_ZIP=-1.82, Synergy_Bliss=3.46, Synergy_Loewe=5.91, Synergy_HSA=7.73. (2) Drug 1: CCN(CC)CCNC(=O)C1=C(NC(=C1C)C=C2C3=C(C=CC(=C3)F)NC2=O)C. Cell line: EKVX. Drug 2: C1=NNC2=C1C(=O)NC=N2. Synergy scores: CSS=4.75, Synergy_ZIP=-0.768, Synergy_Bliss=0.149, Synergy_Loewe=0.251, Synergy_HSA=0.235.